This data is from NCI-60 drug combinations with 297,098 pairs across 59 cell lines. The task is: Regression. Given two drug SMILES strings and cell line genomic features, predict the synergy score measuring deviation from expected non-interaction effect. (1) Drug 1: CC1CCC2CC(C(=CC=CC=CC(CC(C(=O)C(C(C(=CC(C(=O)CC(OC(=O)C3CCCCN3C(=O)C(=O)C1(O2)O)C(C)CC4CCC(C(C4)OC)O)C)C)O)OC)C)C)C)OC. Drug 2: B(C(CC(C)C)NC(=O)C(CC1=CC=CC=C1)NC(=O)C2=NC=CN=C2)(O)O. Cell line: SK-MEL-5. Synergy scores: CSS=74.9, Synergy_ZIP=3.46, Synergy_Bliss=2.07, Synergy_Loewe=-9.00, Synergy_HSA=4.13. (2) Drug 1: CC=C1C(=O)NC(C(=O)OC2CC(=O)NC(C(=O)NC(CSSCCC=C2)C(=O)N1)C(C)C)C(C)C. Drug 2: CN(C(=O)NC(C=O)C(C(C(CO)O)O)O)N=O. Cell line: NCI/ADR-RES. Synergy scores: CSS=65.2, Synergy_ZIP=4.30, Synergy_Bliss=3.38, Synergy_Loewe=-59.8, Synergy_HSA=1.70. (3) Drug 1: CN1CCC(CC1)COC2=C(C=C3C(=C2)N=CN=C3NC4=C(C=C(C=C4)Br)F)OC. Drug 2: C1=NC2=C(N=C(N=C2N1C3C(C(C(O3)CO)O)F)Cl)N. Cell line: T-47D. Synergy scores: CSS=2.60, Synergy_ZIP=-0.539, Synergy_Bliss=1.59, Synergy_Loewe=-0.892, Synergy_HSA=1.43. (4) Drug 1: CN(C)N=NC1=C(NC=N1)C(=O)N. Drug 2: CC1=C(C(=O)C2=C(C1=O)N3CC4C(C3(C2COC(=O)N)OC)N4)N. Cell line: COLO 205. Synergy scores: CSS=63.3, Synergy_ZIP=7.67, Synergy_Bliss=6.77, Synergy_Loewe=-12.1, Synergy_HSA=8.08. (5) Drug 1: CN(C)N=NC1=C(NC=N1)C(=O)N. Drug 2: CC1=C(C=C(C=C1)NC(=O)C2=CC=C(C=C2)CN3CCN(CC3)C)NC4=NC=CC(=N4)C5=CN=CC=C5. Cell line: MOLT-4. Synergy scores: CSS=-6.21, Synergy_ZIP=-3.83, Synergy_Bliss=-12.4, Synergy_Loewe=-11.9, Synergy_HSA=-11.6. (6) Cell line: COLO 205. Drug 2: CS(=O)(=O)CCNCC1=CC=C(O1)C2=CC3=C(C=C2)N=CN=C3NC4=CC(=C(C=C4)OCC5=CC(=CC=C5)F)Cl. Drug 1: C1=CC=C(C=C1)NC(=O)CCCCCCC(=O)NO. Synergy scores: CSS=8.72, Synergy_ZIP=-2.91, Synergy_Bliss=-0.0103, Synergy_Loewe=-5.34, Synergy_HSA=0.272. (7) Drug 1: CC1=C(C=C(C=C1)NC2=NC=CC(=N2)N(C)C3=CC4=NN(C(=C4C=C3)C)C)S(=O)(=O)N.Cl. Drug 2: C1=CC(=CC=C1CCC2=CNC3=C2C(=O)NC(=N3)N)C(=O)NC(CCC(=O)O)C(=O)O. Cell line: OVCAR-8. Synergy scores: CSS=25.4, Synergy_ZIP=-0.388, Synergy_Bliss=-1.28, Synergy_Loewe=-19.1, Synergy_HSA=-0.751.